Task: Predict the product of the given reaction.. Dataset: Forward reaction prediction with 1.9M reactions from USPTO patents (1976-2016) (1) Given the reactants [NH2:1][C:2]1[CH:7]=[C:6]([F:8])[C:5]([F:9])=[CH:4][C:3]=1[NH:10][C:11]([NH:13][C:14]1[C:18]([Cl:19])=[CH:17][S:16][CH:15]=1)=S.[OH-].[Na+].C1(C)C=CC(S([Cl:31])(=O)=O)=CC=1, predict the reaction product. The product is: [ClH:19].[Cl:31][C:15]1[S:16][CH:17]=[C:18]([Cl:19])[C:14]=1[NH:13][C:11]1[NH:10][C:3]2[CH:4]=[C:5]([F:9])[C:6]([F:8])=[CH:7][C:2]=2[N:1]=1. (2) Given the reactants C(OC(N1C[CH2:11][CH:10]([NH:13][C:14]([C:16]2[S:17][CH:18]=[CH:19][C:20]=2[NH:21][C:22]2[CH:27]=[CH:26][N:25]=[C:24]3[NH:28][CH:29]=[CH:30][C:23]=23)=[O:15])[CH2:9]1)=O)(C)(C)C.[CH3:31][O:32][C:33]1[CH:39]=CC(N)=C[CH:34]=1, predict the reaction product. The product is: [CH3:31][O:32][C:33]1[CH:39]=[CH:9][C:10]([NH:13][C:14]([C:16]2[S:17][CH:18]=[CH:19][C:20]=2[NH:21][C:22]2[CH:27]=[CH:26][N:25]=[C:24]3[NH:28][CH:29]=[CH:30][C:23]=23)=[O:15])=[CH:11][CH:34]=1. (3) Given the reactants [CH3:1][CH2:2][N:3]1[C:9]2[N:10]=[C:11]([N:14]3[CH2:19][CH2:18][NH:17][CH2:16][CH2:15]3)[N:12]=[CH:13][C:8]=2[C:6](=[O:7])[C:5]([C:20]([OH:22])=[O:21])=[CH:4]1.[I:23][C:24]1[CH:29]=[CH:28][C:27]([N:30]=[C:31]=[S:32])=[CH:26][CH:25]=1.C(N(CC)CC)C, predict the reaction product. The product is: [I:23][C:24]1[CH:29]=[CH:28][C:27]([NH:30][C:31]([N:17]2[CH2:18][CH2:19][N:14]([C:11]3[N:12]=[CH:13][C:8]4[C:6](=[O:7])[C:5]([C:20]([OH:22])=[O:21])=[CH:4][N:3]([CH2:2][CH3:1])[C:9]=4[N:10]=3)[CH2:15][CH2:16]2)=[S:32])=[CH:26][CH:25]=1.